This data is from Forward reaction prediction with 1.9M reactions from USPTO patents (1976-2016). The task is: Predict the product of the given reaction. (1) Given the reactants [CH2:1]([S:3][C:4]([NH:14][CH3:15])=[CH:5][C:6]([C:8]1[CH:13]=[CH:12][CH:11]=[CH:10][CH:9]=1)=[O:7])[CH3:2].[C:16]([O:20]C)(=O)[C:17]#[CH:18], predict the reaction product. The product is: [C:6]([C:5]1[CH:18]=[CH:17][C:16](=[O:20])[N:14]([CH3:15])[C:4]=1[S:3][CH2:1][CH3:2])(=[O:7])[C:8]1[CH:13]=[CH:12][CH:11]=[CH:10][CH:9]=1. (2) Given the reactants [F:1][C:2]1[CH:7]=[CH:6][CH:5]=[C:4]([F:8])[C:3]=1[N:9]1[C:13]2=[N:14][C:15]([OH:23])=[C:16](C(OCC)=O)[N:17]=[C:12]2[CH:11]=[N:10]1.[OH-].[Li+].C1C(=O)N([Br:33])C(=O)C1, predict the reaction product. The product is: [Br:33][C:16]1[C:15](=[O:23])[NH:14][C:13]2[N:9]([C:3]3[C:2]([F:1])=[CH:7][CH:6]=[CH:5][C:4]=3[F:8])[N:10]=[CH:11][C:12]=2[N:17]=1. (3) Given the reactants [CH:1]([O:4][C:5]1[CH:13]=[CH:12][C:8]([C:9]([OH:11])=O)=[CH:7][C:6]=1[CH2:14][O:15][CH3:16])([CH3:3])[CH3:2].[NH2:17][C:18](=[N:37]O)[C:19]1[CH:20]=[CH:21][C:22]([F:36])=[C:23]([CH:35]=1)[CH2:24][N:25]([CH3:34])[CH2:26][C:27]([O:29][C:30]([CH3:33])([CH3:32])[CH3:31])=[O:28], predict the reaction product. The product is: [F:36][C:22]1[CH:21]=[CH:20][C:19]([C:18]2[N:17]=[C:9]([C:8]3[CH:12]=[CH:13][C:5]([O:4][CH:1]([CH3:2])[CH3:3])=[C:6]([CH2:14][O:15][CH3:16])[CH:7]=3)[O:11][N:37]=2)=[CH:35][C:23]=1[CH2:24][N:25]([CH3:34])[CH2:26][C:27]([O:29][C:30]([CH3:32])([CH3:31])[CH3:33])=[O:28]. (4) The product is: [Cl:23][C:19]1[CH:18]=[C:17]([CH:22]=[CH:21][CH:20]=1)[CH2:16][C:10]1[N:11]=[CH:12][C:13]2[NH:14][CH:15]=[C:6]([C:4]([OH:5])=[O:3])[C:7](=[O:24])[C:8]=2[N:9]=1. Given the reactants C([O:3][C:4]([C:6]1[C:7](=[O:24])[C:8]2[N:9]=[C:10]([CH2:16][C:17]3[CH:22]=[CH:21][CH:20]=[C:19]([Cl:23])[CH:18]=3)[N:11]=[CH:12][C:13]=2[NH:14][CH:15]=1)=[O:5])C.Cl, predict the reaction product. (5) Given the reactants [C:1]([C:5]1[CH:15]=[C:8]2[N:9]=[CH:10][C:11]([C:13]#[CH:14])=[CH:12][N:7]2[N:6]=1)([CH3:4])([CH3:3])[CH3:2].[Cl:16][C:17]1[CH:22]=[CH:21][C:20](I)=[CH:19][N:18]=1, predict the reaction product. The product is: [C:1]([C:5]1[CH:15]=[C:8]2[N:9]=[CH:10][C:11]([C:13]#[C:14][C:20]3[CH:19]=[N:18][C:17]([Cl:16])=[CH:22][CH:21]=3)=[CH:12][N:7]2[N:6]=1)([CH3:4])([CH3:3])[CH3:2]. (6) Given the reactants C(N1C2C=CC=CC=2N([CH2:13][C:14]2[N:18]([CH2:19][CH2:20][CH:21]([CH3:23])[CH3:22])[C:17]3[CH:24]=[CH:25][C:26]([C:28]#[N:29])=[CH:27][C:16]=3[N:15]=2)C1=O)(C)C.[Br:31][C:32]1[C:40]2[C:35](=[CH:36][N:37]=[CH:38][CH:39]=2)[NH:34][N:33]=1, predict the reaction product. The product is: [Br:31][C:32]1[C:40]2[C:35](=[CH:36][N:37]=[CH:38][CH:39]=2)[N:34]([CH2:13][C:14]2[N:18]([CH2:19][CH2:20][CH:21]([CH3:23])[CH3:22])[C:17]3[CH:24]=[CH:25][C:26]([C:28]#[N:29])=[CH:27][C:16]=3[N:15]=2)[N:33]=1. (7) The product is: [C:1]([C:3]1[CH:4]=[CH:5][C:6]([N:9]2[C:13]([C:14]3[CH:15]=[C:16]([C:32]([NH:46][CH2:45][CH2:44][CH2:43][CH2:42][N:37]4[CH2:41][CH2:40][CH2:39][CH2:38]4)=[O:34])[C:17](=[O:31])[N:18]([C:21]4[CH:26]=[CH:25][CH:24]=[C:23]([C:27]([F:30])([F:29])[F:28])[CH:22]=4)[C:19]=3[CH3:20])=[CH:12][CH:11]=[N:10]2)=[CH:7][CH:8]=1)#[N:2]. Given the reactants [C:1]([C:3]1[CH:8]=[CH:7][C:6]([N:9]2[C:13]([C:14]3[CH:15]=[C:16]([C:32]([O:34]CC)=O)[C:17](=[O:31])[N:18]([C:21]4[CH:26]=[CH:25][CH:24]=[C:23]([C:27]([F:30])([F:29])[F:28])[CH:22]=4)[C:19]=3[CH3:20])=[CH:12][CH:11]=[N:10]2)=[CH:5][CH:4]=1)#[N:2].[N:37]1([CH2:42][CH2:43][CH2:44][CH2:45][NH2:46])[CH2:41][CH2:40][CH2:39][CH2:38]1, predict the reaction product.